This data is from Full USPTO retrosynthesis dataset with 1.9M reactions from patents (1976-2016). The task is: Predict the reactants needed to synthesize the given product. Given the product [NH2:26][C:27]1[N:28]=[C:29]([Cl:34])[N:30]=[C:31]([NH:2][C:3]2[CH:4]=[C:5]([C:9]([NH2:11])=[O:10])[N:6]([CH3:8])[CH:7]=2)[N:32]=1, predict the reactants needed to synthesize it. The reactants are: Cl.[NH2:2][C:3]1[CH:4]=[C:5]([C:9]([NH2:11])=[O:10])[N:6]([CH3:8])[CH:7]=1.CCN(C(C)C)C(C)C.CN(C=O)C.[NH2:26][C:27]1[N:32]=[C:31](Cl)[N:30]=[C:29]([Cl:34])[N:28]=1.